Dataset: Forward reaction prediction with 1.9M reactions from USPTO patents (1976-2016). Task: Predict the product of the given reaction. (1) Given the reactants [CH3:1][C@@:2]12[CH:9]=[CH:8][C:7](=[O:10])[N:6]1[C@@H:5]([C:11]1[CH:16]=[CH:15][CH:14]=[CH:13][CH:12]=1)[CH2:4][O:3]2.[CH2:17]([NH2:24])[C:18]1[CH:23]=[CH:22][CH:21]=[CH:20][CH:19]=1, predict the reaction product. The product is: [CH2:17]([NH:24][C@H:9]1[C@@:2]2([CH3:1])[O:3][CH2:4][C@H:5]([C:11]3[CH:16]=[CH:15][CH:14]=[CH:13][CH:12]=3)[N:6]2[C:7](=[O:10])[CH2:8]1)[C:18]1[CH:23]=[CH:22][CH:21]=[CH:20][CH:19]=1. (2) The product is: [Cl:1][C:2]1[CH:3]=[N:4][C:5]([N:12]2[CH2:15][CH:14]([O:16][C:25]3[CH:24]=[CH:23][C:22]([F:21])=[CH:27][C:26]=3[F:28])[CH2:13]2)=[C:6]([CH:11]=1)[C:7]([OH:9])=[O:8]. Given the reactants [Cl:1][C:2]1[CH:3]=[N:4][C:5]([N:12]2[CH2:15][CH:14]([O:16]S(C)(=O)=O)[CH2:13]2)=[C:6]([CH:11]=1)[C:7]([O:9]C)=[O:8].[F:21][C:22]1[CH:27]=[C:26]([F:28])[CH:25]=[CH:24][C:23]=1O, predict the reaction product. (3) Given the reactants C(Cl)(=O)C(Cl)=O.CS(C)=O.[F:11][C:12]1[CH:46]=[CH:45][CH:44]=[CH:43][C:13]=1[CH2:14][N:15]1[CH:24]([C:25]([N:27]2[CH2:36][CH2:35][C:34]3[C:29](=[CH:30][C:31]([O:39][CH3:40])=[C:32]([O:37][CH3:38])[CH:33]=3)[C@H:28]2[CH2:41][OH:42])=[O:26])[CH2:23][C:22]2[C:17](=[CH:18][CH:19]=[CH:20][CH:21]=2)[CH2:16]1, predict the reaction product. The product is: [F:11][C:12]1[CH:46]=[CH:45][CH:44]=[CH:43][C:13]=1[CH2:14][N:15]1[CH:24]([C:25]([N:27]2[CH2:36][CH2:35][C:34]3[C:29](=[CH:30][C:31]([O:39][CH3:40])=[C:32]([O:37][CH3:38])[CH:33]=3)[C@H:28]2[CH:41]=[O:42])=[O:26])[CH2:23][C:22]2[C:17](=[CH:18][CH:19]=[CH:20][CH:21]=2)[CH2:16]1.